This data is from Experimentally validated miRNA-target interactions with 360,000+ pairs, plus equal number of negative samples. The task is: Binary Classification. Given a miRNA mature sequence and a target amino acid sequence, predict their likelihood of interaction. (1) The miRNA is hsa-miR-3917 with sequence GCUCGGACUGAGCAGGUGGG. The protein sequence of the target gene is MAARGRGLLLLTLSVLLAAGPSAAAAKLNIPKVLLPFTRATRVNFTLEASEGCYRWLSTRPEVASIEPLGLDEQQCSQKAVVQARLTQPARLTSIIFAEDITTGQVLRCDAIVDLIHDIQIVSTTRELYLEDSPLELKIQALDSEGNTFSTLAGLVFEWTIVKDSEADRFSDSHNALRILTFLESTYIPPSYISEMEKAAKQGDTILVSGMKTGSSKLKARIQEAVYKNVRPAEVRLLILENILLNPAYDVYLMVGTSIHYKVQKIRQGKITELSMPSDQYELQLQNSIPGPEGDPARPV.... Result: 0 (no interaction). (2) The miRNA is hsa-miR-1343-3p with sequence CUCCUGGGGCCCGCACUCUCGC. The protein sequence of the target gene is MGGGWWWARAARLARLRFRRSLLPPQRPRSGGARGSFAPGHGPRAGASPPPVSELDRADAWLLRKAHETAFLSWFRNGLLASGIGVISFMQSDMGREAAYGFFLLGGLCVVWGSASYAVGLAALRGPMQLTLGGAAVGAGAVLAASLLWACAVGLYMGQLELDVELVPEDDGTASAEGPDEAGRPPPE. Result: 0 (no interaction). (3) The miRNA is mmu-miR-192-5p with sequence CUGACCUAUGAAUUGACAGCC. The protein sequence of the target gene is MSQGFRGPTGVFPHQTQSYLDPSHEHSKWRYPQPQGPESYPRSFQLQQIEFLKGRLPEAPLIGIQTQSLPPFLPGHWPRFPGPPAQDRQLEIWEFPRSVTLRNQGFHIGPPLPPPHSRGTPWRGADGLCSHFRELSISQSPEQKVLNRLEELGEGKATTAHVLARELRIPKRDINRILYSLEKKGKLHRGRGKPPLWSLVPLSQAWTQPPGVVNPDSCIQEFPRGEPGLDSEDGDPASDLEGPSEPLDMAEIKEKICDYLFNVSNSSALNLAKNIGLTKARDVTSVLIDLERQGDVYRQG.... Result: 0 (no interaction).